From a dataset of Reaction yield outcomes from USPTO patents with 853,638 reactions. Predict the reaction yield, written as a fraction of the theoretical maximum amount of product (1.0 means a 100% yield; for example, 0.34 means a 34% yield). (1) The reactants are [NH2:1][C@@H:2]([CH2:6][NH:7][CH2:8][C:9]1[CH:14]=[CH:13][CH:12]=[CH:11][CH:10]=1)[C:3]([OH:5])=[O:4].[ClH:15].[CH3:16]O. No catalyst specified. The product is [ClH:15].[ClH:15].[CH3:16][O:4][C:3](=[O:5])[CH:2]([NH2:1])[CH2:6][NH:7][CH2:8][C:9]1[CH:14]=[CH:13][CH:12]=[CH:11][CH:10]=1. The yield is 0.975. (2) The reactants are Cl.[F:2][C:3]1[CH:4]=[CH:5][C:6]2[N:7]([C:9]([C:12](=[NH:14])[NH2:13])=[CH:10][N:11]=2)[CH:8]=1.[F:15][CH:16]([C:22](OCC)=[O:23])[C:17](OCC)=[O:18].FC1C=CC2N(C(C3N=C(O)C=C(O)N=3)=CN=2)C=1. No catalyst specified. The product is [F:15][C:16]1[C:17]([OH:18])=[N:14][C:12]([C:9]2[N:7]3[CH:8]=[C:3]([F:2])[CH:4]=[CH:5][C:6]3=[N:11][CH:10]=2)=[N:13][C:22]=1[OH:23]. The yield is 0.430. (3) The reactants are [NH2:1][C:2]1[C:17]2[C:16](=[O:18])[C:15]([C:19]([OH:21])=[O:20])=[CH:14][N:7]3[CH2:8][C:9]4([CH2:13][CH2:12][CH2:11]4)[O:10][C:5]([C:6]=23)=[C:4](F)[C:3]=1[F:23].C(N(CC)CC)C.[N:31]1[CH:36]=[CH:35][CH:34]=[CH:33][C:32]=1[NH:37][CH2:38][CH2:39][NH2:40]. The catalyst is CS(C)=O. The product is [NH2:1][C:2]1[C:17]2[C:16](=[O:18])[C:15]([C:19]([OH:21])=[O:20])=[CH:14][N:7]3[CH2:8][C:9]4([CH2:13][CH2:12][CH2:11]4)[O:10][C:5]([C:6]=23)=[C:4]([NH:40][CH2:39][CH2:38][NH:37][C:32]2[CH:33]=[CH:34][CH:35]=[CH:36][N:31]=2)[C:3]=1[F:23]. The yield is 0.820.